This data is from Forward reaction prediction with 1.9M reactions from USPTO patents (1976-2016). The task is: Predict the product of the given reaction. (1) Given the reactants [N:1]1([C:7]([O:9][C:10]([CH3:13])([CH3:12])[CH3:11])=[O:8])[CH2:6][CH2:5][NH:4][CH2:3][CH2:2]1.[F:14][C:15]1[CH:26]=[CH:25][C:18]([CH2:19]OS(C)(=O)=O)=[CH:17][C:16]=1[N+:27]([O-:29])=[O:28], predict the reaction product. The product is: [C:10]([O:9][C:7]([N:1]1[CH2:6][CH2:5][N:4]([CH2:19][C:18]2[CH:25]=[CH:26][C:15]([F:14])=[C:16]([N+:27]([O-:29])=[O:28])[CH:17]=2)[CH2:3][CH2:2]1)=[O:8])([CH3:13])([CH3:12])[CH3:11]. (2) Given the reactants [F:1][C:2]1[CH:7]=[CH:6][C:5]([C:8]2[CH:9]=[C:10]3[C:15](=[CH:16][CH:17]=2)[CH:14]=[C:13]([S:18]([O-:20])=[O:19])[CH:12]=[CH:11]3)=[CH:4][CH:3]=1.[Na+].Cl[C:23]1[C:28]([N+:29]([O-:31])=[O:30])=[CH:27][CH:26]=[CH:25][N:24]=1, predict the reaction product. The product is: [F:1][C:2]1[CH:7]=[CH:6][C:5]([C:8]2[CH:9]=[C:10]3[C:15](=[CH:16][CH:17]=2)[CH:14]=[C:13]([S:18]([C:23]2[C:28]([N+:29]([O-:31])=[O:30])=[CH:27][CH:26]=[CH:25][N:24]=2)(=[O:20])=[O:19])[CH:12]=[CH:11]3)=[CH:4][CH:3]=1. (3) Given the reactants [Br:1][C:2]1[N:3]=[CH:4][NH:5][CH:6]=1.Cl[CH:8]([F:10])[F:9].C(=O)([O-])[O-].[K+].[K+], predict the reaction product. The product is: [Br:1][C:2]1[N:3]=[CH:4][N:5]([CH:8]([F:10])[F:9])[CH:6]=1. (4) Given the reactants [CH3:1][C:2]1[C:11]([C:12]2[S:13][C:14]([C:23]3[N:27]=[CH:26][N:25](C4CCCCO4)[N:24]=3)=[C:15]([C:17]3[CH:22]=[CH:21][CH:20]=[CH:19][CH:18]=3)[N:16]=2)=[C:5]2[CH:6]=[C:7]([OH:10])[CH:8]=[CH:9][N:4]2[N:3]=1.I[CH2:35][CH2:36][O:37]C(=O)C1C=CC=CC=1.C(=O)([O-])[O-].[K+].[K+].CN(C)C=O, predict the reaction product. The product is: [CH3:1][C:2]1[C:11]([C:12]2[S:13][C:14]([C:23]3[NH:27][CH:26]=[N:25][N:24]=3)=[C:15]([C:17]3[CH:18]=[CH:19][CH:20]=[CH:21][CH:22]=3)[N:16]=2)=[C:5]2[CH:6]=[C:7]([O:10][CH2:35][CH2:36][OH:37])[CH:8]=[CH:9][N:4]2[N:3]=1.